This data is from Retrosynthesis with 50K atom-mapped reactions and 10 reaction types from USPTO. The task is: Predict the reactants needed to synthesize the given product. (1) Given the product CS(=O)(=O)OC(C#N)c1cccc(Oc2ccccc2)c1, predict the reactants needed to synthesize it. The reactants are: CS(=O)(=O)Cl.N#CC(O)c1cccc(Oc2ccccc2)c1. (2) Given the product CO[C@@H](C)c1nc2ccccc2n1-c1nc(N2CCOCC2)c2nc(CN3CCC(C(C)(C)O)CC3)n(C)c2n1, predict the reactants needed to synthesize it. The reactants are: COC(C)c1nc2ccccc2[nH]1.Cn1c(CN2CCC(C(C)(C)O)CC2)nc2c(N3CCOCC3)nc(Cl)nc21.